From a dataset of Forward reaction prediction with 1.9M reactions from USPTO patents (1976-2016). Predict the product of the given reaction. (1) Given the reactants C([N:8]1[CH2:13][CH2:12][CH:11]([C:14]2[O:15][C:16]3[CH:22]=[CH:21][C:20]([C:23]4[CH:31]=[CH:30][C:26]([C:27]([NH2:29])=[O:28])=[C:25]([F:32])[CH:24]=4)=[CH:19][C:17]=3[N:18]=2)[CH2:10][CH2:9]1)C1C=CC=CC=1, predict the reaction product. The product is: [F:32][C:25]1[CH:24]=[C:23]([C:20]2[CH:21]=[CH:22][C:16]3[O:15][C:14]([CH:11]4[CH2:12][CH2:13][NH:8][CH2:9][CH2:10]4)=[N:18][C:17]=3[CH:19]=2)[CH:31]=[CH:30][C:26]=1[C:27]([NH2:29])=[O:28]. (2) Given the reactants [Br:1][C:2]1[C:3](CCNC[C@H]2CC[C@H](CCO)CC2)=[N:4][CH:5]=[C:6]([C:8]([F:11])([F:10])[F:9])[CH:7]=1.[O:25]1[CH:30]=[CH:29][CH2:28][CH2:27][CH2:26]1.[C:31]1([CH3:41])[CH:36]=[CH:35][C:34](S([O-])(=O)=O)=[CH:33][CH:32]=1.[NH+:42]1[CH:47]=[CH:46]C=CC=1.[C:48](=[O:51])(O)[O-].[Na+].Cl[CH2:54]Cl, predict the reaction product. The product is: [Br:1][C:2]1[C:3]([N:42]([CH2:47][CH3:46])[CH2:41][C@H:31]2[CH2:36][CH2:35][C@H:34]([CH2:54][CH2:48][O:51][CH:30]3[CH2:29][CH2:28][CH2:27][CH2:26][O:25]3)[CH2:33][CH2:32]2)=[N:4][CH:5]=[C:6]([C:8]([F:9])([F:10])[F:11])[CH:7]=1. (3) Given the reactants [N:1]1([C:7]([O:9][CH2:10][C:11]2[CH:16]=[CH:15][CH:14]=[CH:13][CH:12]=2)=[O:8])[CH2:6][CH2:5][NH:4][CH2:3][CH2:2]1.[CH2:17](I)[CH2:18][CH2:19][CH3:20], predict the reaction product. The product is: [CH2:17]([N:4]1[CH2:5][CH2:6][N:1]([C:7]([O:9][CH2:10][C:11]2[CH:16]=[CH:15][CH:14]=[CH:13][CH:12]=2)=[O:8])[CH2:2][CH2:3]1)[CH2:18][CH2:19][CH3:20]. (4) Given the reactants [NH2:1][C:2]1[N:7]=[C:6]([NH:8][CH2:9][CH2:10][CH2:11][CH3:12])[C:5]([CH2:13][C:14]2[CH:19]=[CH:18][C:17]([CH2:20][C:21]([OH:23])=[O:22])=[CH:16][C:15]=2[OH:24])=[C:4]([CH3:25])[N:3]=1.[N:26]1([CH2:31][CH2:32][CH2:33][CH2:34]O)[CH2:30][CH2:29][CH2:28][CH2:27]1, predict the reaction product. The product is: [NH2:1][C:2]1[N:7]=[C:6]([NH:8][CH2:9][CH2:10][CH2:11][CH3:12])[C:5]([CH2:13][C:14]2[CH:19]=[CH:18][C:17]([CH2:20][C:21]([O:23][CH2:34][CH2:33][CH2:32][CH2:31][N:26]3[CH2:30][CH2:29][CH2:28][CH2:27]3)=[O:22])=[CH:16][C:15]=2[OH:24])=[C:4]([CH3:25])[N:3]=1. (5) Given the reactants [C:1]([O:5][C:6](=[O:28])[NH:7][C:8]1[CH:13]=[C:12]([O:14][CH3:15])[C:11]([N:16]2[CH:20]=[CH:19][CH:18]=[C:17]2[C:21]([CH3:24])([CH3:23])[CH3:22])=[CH:10][C:9]=1[N+:25]([O-])=O)([CH3:4])([CH3:3])[CH3:2], predict the reaction product. The product is: [C:1]([O:5][C:6](=[O:28])[NH:7][C:8]1[CH:13]=[C:12]([O:14][CH3:15])[C:11]([N:16]2[CH:20]=[CH:19][CH:18]=[C:17]2[C:21]([CH3:24])([CH3:23])[CH3:22])=[CH:10][C:9]=1[NH2:25])([CH3:4])([CH3:2])[CH3:3]. (6) Given the reactants CCCP(=O)=O.[Cl:7][C:8]1[C:13]([O:14][CH3:15])=[CH:12][C:11]([O:16][CH3:17])=[C:10]([Cl:18])[C:9]=1[C:19]1[C:28]2[N:27]=[CH:26][CH:25]=[N:24][C:23]=2[C:22]([C:29]([OH:31])=O)=[CH:21][CH:20]=1.[CH2:32]([N:34]1[CH2:39][CH2:38][N:37]([C:40]2[CH:46]=[CH:45][C:43]([NH2:44])=[CH:42][CH:41]=2)[CH2:36][CH2:35]1)[CH3:33].CCN(CC)CC, predict the reaction product. The product is: [CH2:32]([N:34]1[CH2:35][CH2:36][N:37]([C:40]2[CH:46]=[CH:45][C:43]([NH:44][C:29]([C:22]3[C:23]4[N:24]=[CH:25][CH:26]=[N:27][C:28]=4[C:19]([C:9]4[C:8]([Cl:7])=[C:13]([O:14][CH3:15])[CH:12]=[C:11]([O:16][CH3:17])[C:10]=4[Cl:18])=[CH:20][CH:21]=3)=[O:31])=[CH:42][CH:41]=2)[CH2:38][CH2:39]1)[CH3:33].